This data is from Full USPTO retrosynthesis dataset with 1.9M reactions from patents (1976-2016). The task is: Predict the reactants needed to synthesize the given product. (1) Given the product [CH2:1]([N:8]([CH2:21][C:22]1[CH:23]=[CH:24][C:25]([O:26][C:27]2[CH:28]=[CH:29][C:30]([O:31][CH2:32][CH2:33][CH2:34][C:35]([NH:47][C@H:46]([C:45]([OH:44])=[O:51])[CH:48]([CH3:50])[CH3:49])=[O:36])=[CH:38][CH:39]=2)=[CH:40][CH:41]=1)[C:9]1[CH:14]=[CH:13][CH:12]=[C:11]([NH:15][S:16]([CH3:19])(=[O:17])=[O:18])[C:10]=1[CH3:20])[C:2]1[CH:3]=[CH:4][CH:5]=[CH:6][CH:7]=1, predict the reactants needed to synthesize it. The reactants are: [CH2:1]([N:8]([CH2:21][C:22]1[CH:41]=[CH:40][C:25]([O:26][C:27]2[CH:39]=[CH:38][C:30]([O:31][CH2:32][CH2:33][CH2:34][C:35](O)=[O:36])=[CH:29][CH:28]=2)=[CH:24][CH:23]=1)[C:9]1[CH:14]=[CH:13][CH:12]=[C:11]([NH:15][S:16]([CH3:19])(=[O:18])=[O:17])[C:10]=1[CH3:20])[C:2]1[CH:7]=[CH:6][CH:5]=[CH:4][CH:3]=1.Cl.C[O:44][C:45](=[O:51])[C@H:46]([CH:48]([CH3:50])[CH3:49])[NH2:47]. (2) Given the product [CH3:8][S:9]([C:12]1[CH:13]=[CH:14][C:15]([O:16][C:17]2[N:22]=[CH:21][N:20]=[C:19]3[N:23]([CH:26]4[CH2:27][CH2:28][N:29]([C:34](=[O:38])[CH:35]([CH3:37])[CH3:36])[CH2:30][CH2:31]4)[N:24]=[CH:25][C:18]=23)=[CH:32][CH:33]=1)(=[O:11])=[O:10], predict the reactants needed to synthesize it. The reactants are: FC(F)(F)C(O)=O.[CH3:8][S:9]([C:12]1[CH:33]=[CH:32][C:15]([O:16][C:17]2[N:22]=[CH:21][N:20]=[C:19]3[N:23]([CH:26]4[CH2:31][CH2:30][NH:29][CH2:28][CH2:27]4)[N:24]=[CH:25][C:18]=23)=[CH:14][CH:13]=1)(=[O:11])=[O:10].[C:34](Cl)(=[O:38])[CH:35]([CH3:37])[CH3:36]. (3) Given the product [C:15]([N:1]1[CH2:13][CH2:14][CH2:9][CH2:6][CH2:2]1)([O:17][CH2:18][CH:19]1[C:31]2[C:26](=[CH:27][CH:28]=[CH:29][CH:30]=2)[C:25]2[C:20]1=[CH:21][CH:22]=[CH:23][CH:24]=2)=[O:16], predict the reactants needed to synthesize it. The reactants are: [N:1]1([C:15]([O:17][CH2:18][CH:19]2[C:31]3[C:26](=[CH:27][CH:28]=[CH:29][CH:30]=3)[C:25]3[C:20]2=[CH:21][CH:22]=[CH:23][CH:24]=3)=[O:16])CC[CH:6]([C:9]2[CH:14]=[CH:13]C=CC=2)[C@H:2]1C(O)=O.C1C=CC(C(Cl)(C2C(Cl)=CC=CC=2)C2C=CC=CC=2)=CC=1.CCN(C(C)C)C(C)C.CO. (4) The reactants are: F[C:2]1C=CC(N2C=C(CO)N=C2)=CC=1.C([SiH2]O[C:21]([CH3:35])(C)[C:22]1[N:23]=[CH:24][N:25]([C:27]2[CH:32]=[CH:31][C:30]([F:33])=[CH:29][CH:28]=2)[CH:26]=1)(C)(C)C.CN(C=O)C.N1C=CN=C1.C([Si](C)(C)Cl)(C)(C)C. Given the product [C:21]([C:22]1[N:23]=[C:24]([CH3:2])[N:25]([C:27]2[CH:32]=[CH:31][C:30]([F:33])=[CH:29][CH:28]=2)[CH:26]=1)#[CH:35], predict the reactants needed to synthesize it.